Dataset: Full USPTO retrosynthesis dataset with 1.9M reactions from patents (1976-2016). Task: Predict the reactants needed to synthesize the given product. (1) Given the product [CH3:1][O:2][C:3]1[N:8]=[CH:7][C:6]([N:9]2[C:13]([C:14]3[CH:19]=[C:18]([O:20][CH3:21])[CH:17]=[CH:16][N:15]=3)=[CH:12][C:11]([C:22]([OH:24])=[O:23])=[N:10]2)=[CH:5][CH:4]=1, predict the reactants needed to synthesize it. The reactants are: [CH3:1][O:2][C:3]1[N:8]=[CH:7][C:6]([N:9]2[C:13]([C:14]3[CH:19]=[C:18]([O:20][CH3:21])[CH:17]=[CH:16][N:15]=3)=[CH:12][C:11]([C:22]([O:24]CC)=[O:23])=[N:10]2)=[CH:5][CH:4]=1.[OH-].[Na+].Cl.O. (2) Given the product [Cl:26][C:27]1[CH:32]=[CH:31][C:30]([CH:33]2[CH2:38][CH2:37][CH2:36][N:35]([C:48]([C:44]3[CH:43]=[C:42]([N:41]([CH3:51])[CH3:40])[N:47]=[N:46][CH:45]=3)=[O:49])[CH2:34]2)=[C:29]([CH3:39])[CH:28]=1, predict the reactants needed to synthesize it. The reactants are: FC1C=CC=CC=1C1CCCN(C(C2C=CN=C(N(C)C)C=2)=O)C1.Cl.[Cl:26][C:27]1[CH:32]=[CH:31][C:30]([CH:33]2[CH2:38][CH2:37][CH2:36][NH:35][CH2:34]2)=[C:29]([CH3:39])[CH:28]=1.[CH3:40][N:41]([CH3:51])[C:42]1[N:47]=[N:46][CH:45]=[C:44]([C:48](O)=[O:49])[CH:43]=1.